From a dataset of Full USPTO retrosynthesis dataset with 1.9M reactions from patents (1976-2016). Predict the reactants needed to synthesize the given product. The reactants are: [O:1]=[CH:2][C@@H:3]([C@H:5]([C@@H:7]([C@@H:9]([CH2:11][OH:12])[OH:10])[OH:8])[OH:6])[OH:4].[C:13]([OH:17])(=O)[CH2:14][CH3:15].[C:23](O[C:23](=[O:26])[CH2:24][CH3:25])(=[O:26])[CH2:24][CH3:25]. Given the product [C:23]([O:1][C@@H:2]1[O:10][C@H:9]([CH2:11][O:12][C:13](=[O:17])[CH2:14][CH3:15])[C@@H:7]([O:8][C:23](=[O:26])[CH2:24][CH3:25])[C@H:5]([O:6][C:2](=[O:1])[CH2:3][CH3:5])[C@H:3]1[O:4][C:23](=[O:26])[CH2:24][CH3:25])(=[O:26])[CH2:24][CH3:25], predict the reactants needed to synthesize it.